Dataset: Peptide-MHC class I binding affinity with 185,985 pairs from IEDB/IMGT. Task: Regression. Given a peptide amino acid sequence and an MHC pseudo amino acid sequence, predict their binding affinity value. This is MHC class I binding data. (1) The peptide sequence is RHYSASFKK. The MHC is HLA-B15:01 with pseudo-sequence HLA-B15:01. The binding affinity (normalized) is 0.0847. (2) The peptide sequence is TVYPKTHYV. The MHC is HLA-B83:01 with pseudo-sequence HLA-B83:01. The binding affinity (normalized) is 0.213. (3) The peptide sequence is RRLTVCGGIMF. The MHC is HLA-B58:01 with pseudo-sequence HLA-B58:01. The binding affinity (normalized) is 0.213. (4) The peptide sequence is FQPQNGQFK. The MHC is H-2-Kb with pseudo-sequence H-2-Kb. The binding affinity (normalized) is 0.0258. (5) The peptide sequence is VPPTNSINK. The MHC is HLA-B44:02 with pseudo-sequence HLA-B44:02. The binding affinity (normalized) is 0.0847.